Task: Regression/Classification. Given a drug SMILES string, predict its absorption, distribution, metabolism, or excretion properties. Task type varies by dataset: regression for continuous measurements (e.g., permeability, clearance, half-life) or binary classification for categorical outcomes (e.g., BBB penetration, CYP inhibition). Dataset: cyp1a2_veith.. Dataset: CYP1A2 inhibition data for predicting drug metabolism from PubChem BioAssay (1) The drug is CC(C)[N+](C)(CCC(C(N)=O)(c1ccccc1)c1ccccc1)C(C)C. The result is 0 (non-inhibitor). (2) The compound is C[C@H](CN(C)C)C(O)(c1ccccc1)c1ccccc1. The result is 0 (non-inhibitor).